From a dataset of NCI-60 drug combinations with 297,098 pairs across 59 cell lines. Regression. Given two drug SMILES strings and cell line genomic features, predict the synergy score measuring deviation from expected non-interaction effect. (1) Drug 1: CC1=C(C=C(C=C1)C(=O)NC2=CC(=CC(=C2)C(F)(F)F)N3C=C(N=C3)C)NC4=NC=CC(=N4)C5=CN=CC=C5. Drug 2: N.N.Cl[Pt+2]Cl. Cell line: HOP-62. Synergy scores: CSS=30.4, Synergy_ZIP=1.05, Synergy_Bliss=-2.12, Synergy_Loewe=-9.86, Synergy_HSA=-3.74. (2) Drug 1: CCC1=CC2CC(C3=C(CN(C2)C1)C4=CC=CC=C4N3)(C5=C(C=C6C(=C5)C78CCN9C7C(C=CC9)(C(C(C8N6C)(C(=O)OC)O)OC(=O)C)CC)OC)C(=O)OC.C(C(C(=O)O)O)(C(=O)O)O. Drug 2: CC(C)(C#N)C1=CC(=CC(=C1)CN2C=NC=N2)C(C)(C)C#N. Cell line: SK-MEL-28. Synergy scores: CSS=45.2, Synergy_ZIP=0.0397, Synergy_Bliss=-2.17, Synergy_Loewe=-10.0, Synergy_HSA=-2.12. (3) Drug 1: CC1=C2C(C(=O)C3(C(CC4C(C3C(C(C2(C)C)(CC1OC(=O)C(C(C5=CC=CC=C5)NC(=O)C6=CC=CC=C6)O)O)OC(=O)C7=CC=CC=C7)(CO4)OC(=O)C)O)C)OC(=O)C. Cell line: NCIH23. Synergy scores: CSS=48.0, Synergy_ZIP=1.43, Synergy_Bliss=4.58, Synergy_Loewe=2.26, Synergy_HSA=2.83. Drug 2: C1CN(P(=O)(OC1)NCCCl)CCCl. (4) Drug 1: CCC1=C2CN3C(=CC4=C(C3=O)COC(=O)C4(CC)O)C2=NC5=C1C=C(C=C5)O. Drug 2: COCCOC1=C(C=C2C(=C1)C(=NC=N2)NC3=CC=CC(=C3)C#C)OCCOC.Cl. Cell line: HL-60(TB). Synergy scores: CSS=66.5, Synergy_ZIP=13.4, Synergy_Bliss=6.51, Synergy_Loewe=-62.9, Synergy_HSA=8.67. (5) Drug 1: CC1=C(C=C(C=C1)NC(=O)C2=CC=C(C=C2)CN3CCN(CC3)C)NC4=NC=CC(=N4)C5=CN=CC=C5. Drug 2: CC1=C2C(C(=O)C3(C(CC4C(C3C(C(C2(C)C)(CC1OC(=O)C(C(C5=CC=CC=C5)NC(=O)OC(C)(C)C)O)O)OC(=O)C6=CC=CC=C6)(CO4)OC(=O)C)O)C)O. Cell line: MDA-MB-231. Synergy scores: CSS=6.30, Synergy_ZIP=1.46, Synergy_Bliss=5.25, Synergy_Loewe=1.72, Synergy_HSA=1.09. (6) Drug 1: CC1OCC2C(O1)C(C(C(O2)OC3C4COC(=O)C4C(C5=CC6=C(C=C35)OCO6)C7=CC(=C(C(=C7)OC)O)OC)O)O. Drug 2: CC=C1C(=O)NC(C(=O)OC2CC(=O)NC(C(=O)NC(CSSCCC=C2)C(=O)N1)C(C)C)C(C)C. Cell line: BT-549. Synergy scores: CSS=55.5, Synergy_ZIP=11.0, Synergy_Bliss=10.8, Synergy_Loewe=10.4, Synergy_HSA=13.7.